From a dataset of Catalyst prediction with 721,799 reactions and 888 catalyst types from USPTO. Predict which catalyst facilitates the given reaction. (1) Reactant: [NH2:1][C:2]1[N:7]=[C:6]([CH2:8][C:9]([O:11][CH2:12][CH3:13])=[O:10])[CH:5]=[CH:4][CH:3]=1.C(N(C(C)C)C(C)C)C.[C:23](Cl)(=[O:25])[CH3:24]. Product: [C:23]([NH:1][C:2]1[N:7]=[C:6]([CH2:8][C:9]([O:11][CH2:12][CH3:13])=[O:10])[CH:5]=[CH:4][CH:3]=1)(=[O:25])[CH3:24]. The catalyst class is: 2. (2) Reactant: [Cl:1][C:2]1[CH:3]=[C:4]([OH:9])[CH:5]=[CH:6][C:7]=1[CH3:8].[C:10](OC(=O)C)(=[O:12])[CH3:11].N1C=CC=CC=1. Product: [C:10]([O:9][C:4]1[CH:5]=[CH:6][C:7]([CH3:8])=[C:2]([Cl:1])[CH:3]=1)(=[O:12])[CH3:11]. The catalyst class is: 28. (3) Reactant: [CH3:1][O:2][C:3]([C:5]1[C:14]2[C:9](=[CH:10][CH:11]=[CH:12][CH:13]=2)[C:8]([N+:15]([O-])=O)=[CH:7][CH:6]=1)=[O:4]. Product: [CH3:1][O:2][C:3]([C:5]1[C:14]2[C:9](=[CH:10][CH:11]=[CH:12][CH:13]=2)[C:8]([NH2:15])=[CH:7][CH:6]=1)=[O:4]. The catalyst class is: 19. (4) Product: [CH3:37][O:36][C:33]1[N:32]=[CH:31][C:30]([C:26]2[CH:25]=[C:24]([C:22]3[CH2:21][C:20](=[O:38])[NH:19][C:9]4[CH:10]=[C:11]([C:15]([F:18])([F:17])[F:16])[C:12]([CH3:14])=[CH:13][C:8]=4[N:7]=3)[CH:29]=[CH:28][CH:27]=2)=[CH:35][CH:34]=1. Reactant: C(OC(=O)[NH:7][C:8]1[CH:13]=[C:12]([CH3:14])[C:11]([C:15]([F:18])([F:17])[F:16])=[CH:10][C:9]=1[NH:19][C:20](=[O:38])[CH2:21][C:22]([C:24]1[CH:29]=[CH:28][CH:27]=[C:26]([C:30]2[CH:31]=[N:32][C:33]([O:36][CH3:37])=[CH:34][CH:35]=2)[CH:25]=1)=O)(C)(C)C.C(O)(C(F)(F)F)=O. The catalyst class is: 2. (5) Reactant: [CH2:1]([C:8]1[C:9]([C:26]([O:28]CC)=[O:27])=[N:10][NH:11][C:12]=1[N:13]1[CH2:18][CH2:17][N:16]([C:19]([O:21][C:22]([CH3:25])([CH3:24])[CH3:23])=[O:20])[CH2:15][CH2:14]1)[C:2]1[CH:7]=[CH:6][CH:5]=[CH:4][CH:3]=1.[OH-].[Na+]. Product: [CH2:1]([C:8]1[C:12]([N:13]2[CH2:14][CH2:15][N:16]([C:19]([O:21][C:22]([CH3:25])([CH3:24])[CH3:23])=[O:20])[CH2:17][CH2:18]2)=[N:11][NH:10][C:9]=1[C:26]([OH:28])=[O:27])[C:2]1[CH:3]=[CH:4][CH:5]=[CH:6][CH:7]=1. The catalyst class is: 111.